From a dataset of Full USPTO retrosynthesis dataset with 1.9M reactions from patents (1976-2016). Predict the reactants needed to synthesize the given product. (1) Given the product [NH2:7][C:10]1[CH:11]=[C:12]([C:17]2[CH:23]=[CH:22][C:20]([NH2:21])=[C:19]([NH2:24])[CH:18]=2)[CH:13]=[CH:14][C:15]=1[NH2:16], predict the reactants needed to synthesize it. The reactants are: O.O.Cl[Sn]Cl.Cl.[N+:7]([C:10]1[CH:11]=[C:12]([C:17]2[CH:23]=[CH:22][C:20]([NH2:21])=[C:19]([N+:24]([O-])=O)[CH:18]=2)[CH:13]=[CH:14][C:15]=1[NH2:16])([O-])=O. (2) Given the product [NH2:1][C:2]1[N:7]=[CH:6][N:5]=[C:4]([NH:8][C@H:9]([C:11]2[N:16]([C:17]3[CH:22]=[CH:21][CH:20]=[CH:19][CH:18]=3)[C:15](=[O:23])[C:14]3=[C:24]([S:27][C:28]4[CH:33]=[CH:32][CH:31]=[CH:30][CH:29]=4)[CH:25]=[CH:26][N:13]3[N:12]=2)[CH3:10])[C:3]=1[C:38]1[CH:39]=[C:40]([OH:42])[CH:41]=[C:36]([F:35])[CH:37]=1, predict the reactants needed to synthesize it. The reactants are: [NH2:1][C:2]1[N:7]=[CH:6][N:5]=[C:4]([NH:8][C@H:9]([C:11]2[N:16]([C:17]3[CH:22]=[CH:21][CH:20]=[CH:19][CH:18]=3)[C:15](=[O:23])[C:14]3=[C:24]([S:27][C:28]4[CH:33]=[CH:32][CH:31]=[CH:30][CH:29]=4)[CH:25]=[CH:26][N:13]3[N:12]=2)[CH3:10])[C:3]=1Br.[F:35][C:36]1[CH:37]=[C:38](B(O)O)[CH:39]=[C:40]([OH:42])[CH:41]=1.C(=O)([O-])[O-].[Na+].[Na+].